This data is from Reaction yield outcomes from USPTO patents with 853,638 reactions. The task is: Predict the reaction yield, written as a fraction of the theoretical maximum amount of product (1.0 means a 100% yield; for example, 0.34 means a 34% yield). (1) The reactants are [C:1](/[CH:3]=[CH:4]/[S:5]([C:8]1[CH:13]=[CH:12][C:11]([C:14]([CH3:19])([CH3:18])[C:15]([OH:17])=O)=[CH:10][CH:9]=1)(=[O:7])=[O:6])#[N:2].[CH3:20][O:21][C:22]1[CH:23]=[C:24]([CH:27]=[CH:28][CH:29]=1)[CH2:25][NH2:26].Cl.CN(C)CCCN=C=NCC.ON1C2C=CC=CC=2N=N1. The catalyst is C(#N)C. The product is [C:1](/[CH:3]=[CH:4]/[S:5]([C:8]1[CH:9]=[CH:10][C:11]([C:14]([CH3:19])([CH3:18])[C:15]([NH:26][CH2:25][C:24]2[CH:27]=[CH:28][CH:29]=[C:22]([O:21][CH3:20])[CH:23]=2)=[O:17])=[CH:12][CH:13]=1)(=[O:6])=[O:7])#[N:2]. The yield is 0.370. (2) The reactants are [Cl:1][C:2]1[CH:3]=[C:4]([CH:18]=[CH:19][C:20]=1[Cl:21])[O:5][CH2:6][C:7]1[N:8]=[CH:9][CH:10]=[C:11]2[C:15]([CH3:16])=[C:14]([CH3:17])[NH:13][C:12]=12.[CH3:22][O:23][CH2:24][CH2:25]Br. No catalyst specified. The product is [ClH:1].[Cl:1][C:2]1[CH:3]=[C:4]([CH:18]=[CH:19][C:20]=1[Cl:21])[O:5][CH2:6][C:7]1[N:8]=[CH:9][CH:10]=[C:11]2[C:15]([CH3:16])=[C:14]([CH3:17])[N:13]([CH2:25][CH2:24][O:23][CH3:22])[C:12]=12. The yield is 0.700. (3) The reactants are [NH2:1][C:2]1[C:10]2[C:9]([C:11]3[CH:16]=[C:15]([O:17][CH3:18])[CH:14]=[CH:13][N:12]=3)=[N:8][C:7]([S:19][CH3:20])=[N:6][C:5]=2[S:4][C:3]=1[C:21]([NH2:23])=[O:22].ClC1C=C(C=CC=1)C(OO)=[O:29]. The catalyst is C(Cl)(Cl)Cl. The product is [NH2:1][C:2]1[C:10]2[C:9]([C:11]3[CH:16]=[C:15]([O:17][CH3:18])[CH:14]=[CH:13][N:12]=3)=[N:8][C:7]([S:19]([CH3:20])=[O:29])=[N:6][C:5]=2[S:4][C:3]=1[C:21]([NH2:23])=[O:22]. The yield is 0.800. (4) The reactants are [CH2:1]([N:5]1[C:14]2[C:9](=[N:10][CH:11]=[C:12]([CH2:15][C:16]3[CH:21]=[CH:20][C:19]([F:22])=[CH:18][CH:17]=3)[CH:13]=2)[C:8]([OH:23])=[C:7]([C:24](OCC)=[O:25])[C:6]1=[O:29])[CH2:2][CH2:3][CH3:4].[NH2:30][CH2:31][C:32]([CH3:36])([CH3:35])[CH2:33][OH:34]. No catalyst specified. The product is [CH2:1]([N:5]1[C:14]2[C:9](=[N:10][CH:11]=[C:12]([CH2:15][C:16]3[CH:17]=[CH:18][C:19]([F:22])=[CH:20][CH:21]=3)[CH:13]=2)[C:8]([OH:23])=[C:7]([C:24]([NH:30][CH2:31][C:32]([CH3:36])([CH3:35])[CH2:33][OH:34])=[O:25])[C:6]1=[O:29])[CH2:2][CH2:3][CH3:4]. The yield is 0.530. (5) The reactants are C(O)(C(F)(F)F)=O.C(OC([N:15](C(OC(C)(C)C)=O)[C:16]1[C:17]([C:36]2[O:40][N:39]=[C:38]([C:41]3[CH:46]=[CH:45][C:44]([CH2:47][N:48](C)[C:49](=O)OC(C)(C)C)=[CH:43][C:42]=3[F:57])[CH:37]=2)=[N:18][C:19]([C:22]2[CH:27]=[CH:26][C:25]([S:28]([CH:31]3[CH2:35][CH2:34][O:33][CH2:32]3)(=[O:30])=[O:29])=[CH:24][CH:23]=2)=[CH:20][N:21]=1)=O)(C)(C)C. The catalyst is ClCCl. The product is [F:57][C:42]1[CH:43]=[C:44]([CH2:47][NH:48][CH3:49])[CH:45]=[CH:46][C:41]=1[C:38]1[CH:37]=[C:36]([C:17]2[C:16]([NH2:15])=[N:21][CH:20]=[C:19]([C:22]3[CH:27]=[CH:26][C:25]([S:28]([CH:31]4[CH2:35][CH2:34][O:33][CH2:32]4)(=[O:29])=[O:30])=[CH:24][CH:23]=3)[N:18]=2)[O:40][N:39]=1. The yield is 0.440. (6) The reactants are [CH:1]([C:3]1[CH:4]=[N:5][N:6]([CH2:18][CH3:19])[C:7]=1[C:8]1[CH:9]=[C:10]([C:13]([O:15][CH2:16]C)=[O:14])[S:11][CH:12]=1)=[CH2:2]. The catalyst is CCO.[Pd]. The product is [CH2:18]([N:6]1[C:7]([C:8]2[CH:9]=[C:10]([C:13]([O:15][CH3:16])=[O:14])[S:11][CH:12]=2)=[C:3]([CH2:1][CH3:2])[CH:4]=[N:5]1)[CH3:19]. The yield is 0.940. (7) The reactants are C1(P(C2C=CC=CC=2)C2C=CC=CC=2)C=CC=CC=1.O1CCCC1.[I:25]N1C(=O)CCC1=O.[CH2:33]([Sn:37]([CH2:46]O)([CH2:42][CH2:43][CH2:44][CH3:45])[CH2:38][CH2:39][CH2:40][CH3:41])[CH2:34][CH2:35][CH3:36]. The catalyst is O.C(OCC)C. The product is [CH2:33]([Sn:37]([CH2:42][CH2:43][CH2:44][CH3:45])([CH2:38][CH2:39][CH2:40][CH3:41])[CH2:46][I:25])[CH2:34][CH2:35][CH3:36]. The yield is 0.940.